From a dataset of Catalyst prediction with 721,799 reactions and 888 catalyst types from USPTO. Predict which catalyst facilitates the given reaction. Reactant: [CH2:1]([NH2:3])[CH3:2].[F:4][C:5]1[CH:10]=[CH:9][C:8]([C@H:11]([CH2:15][CH:16]=[CH2:17])[C:12](Cl)=[O:13])=[CH:7][CH:6]=1. Product: [CH2:1]([NH:3][C:12](=[O:13])[C@H:11]([C:8]1[CH:7]=[CH:6][C:5]([F:4])=[CH:10][CH:9]=1)[CH2:15][CH:16]=[CH2:17])[CH3:2]. The catalyst class is: 2.